From a dataset of Peptide-MHC class I binding affinity with 185,985 pairs from IEDB/IMGT. Regression. Given a peptide amino acid sequence and an MHC pseudo amino acid sequence, predict their binding affinity value. This is MHC class I binding data. (1) The peptide sequence is QPQNGQFIHF. The MHC is HLA-B54:01 with pseudo-sequence HLA-B54:01. The binding affinity (normalized) is 0. (2) The peptide sequence is SFNCGGEFF. The MHC is HLA-A31:01 with pseudo-sequence HLA-A31:01. The binding affinity (normalized) is 0.267. (3) The peptide sequence is REDQWCGSL. The MHC is HLA-B18:01 with pseudo-sequence HLA-B18:01. The binding affinity (normalized) is 0.135. (4) The peptide sequence is LLACTDPSER. The MHC is HLA-A11:01 with pseudo-sequence HLA-A11:01. The binding affinity (normalized) is 0.0277. (5) The peptide sequence is FIRSTMPLV. The MHC is HLA-A02:06 with pseudo-sequence HLA-A02:06. The binding affinity (normalized) is 0.704. (6) The MHC is HLA-A23:01 with pseudo-sequence HLA-A23:01. The peptide sequence is MYFHRRDLRL. The binding affinity (normalized) is 0.626. (7) The peptide sequence is RRWIAPHPL. The MHC is HLA-A02:03 with pseudo-sequence HLA-A02:03. The binding affinity (normalized) is 0.0847. (8) The peptide sequence is MLILNFCKL. The MHC is HLA-B08:01 with pseudo-sequence HLA-B08:01. The binding affinity (normalized) is 0.874. (9) The peptide sequence is FPVKPQVPL. The MHC is HLA-B07:02 with pseudo-sequence HLA-B07:02. The binding affinity (normalized) is 0.744. (10) The peptide sequence is MPMKGRFPI. The MHC is HLA-B83:01 with pseudo-sequence YYSEYRNIYAQTDESNLYIRYDDYTWAVDAYLSY. The binding affinity (normalized) is 0.609.